From a dataset of Forward reaction prediction with 1.9M reactions from USPTO patents (1976-2016). Predict the product of the given reaction. (1) The product is: [C:43]([O:47][C:48]([N:50]1[CH2:54][CH2:53][CH2:52][C@H:51]1[CH2:25][N:23]([C:6](=[O:8])[C:5]1[CH:9]=[CH:10][C:11]([O:12][CH3:13])=[C:3]([O:2][CH3:1])[CH:4]=1)[CH2:22][C:21]1[CH:20]=[CH:32][C:31]2[C:42](=[CH:37][CH:38]=[CH:39][CH:40]=2)[CH:41]=1)=[O:49])([CH3:46])([CH3:44])[CH3:45]. Given the reactants [CH3:1][O:2][C:3]1[CH:4]=[C:5]([CH:9]=[CH:10][C:11]=1[O:12][CH3:13])[C:6]([OH:8])=O.Cl.C(N=C=N[CH2:20][CH2:21][CH2:22][N:23]([CH3:25])C)C.C(N([CH2:31][CH3:32])CC)C.ON1[C:38]2[CH:39]=[CH:40][CH:41]=[CH:42][C:37]=2N=N1.[C:43]([O:47][C:48]([N:50]1[CH2:54][CH2:53][CH2:52][CH2:51]1)=[O:49])([CH3:46])([CH3:45])[CH3:44].C(=O)(O)[O-].[Na+], predict the reaction product. (2) The product is: [CH3:12][O:11][C:8]1[CH:9]=[CH:10][C:2]([C:28](=[O:37])[C:29]2[CH:34]=[CH:33][C:32]([O:35][CH3:36])=[CH:31][CH:30]=2)=[C:3]([CH:7]=1)[C:4]([OH:6])=[O:5]. Given the reactants Br[C:2]1[CH:10]=[CH:9][C:8]([O:11][CH3:12])=[CH:7][C:3]=1[C:4]([OH:6])=[O:5].C(=O)=O.CC(C)=O.C([Li])CCC.CON(C)[C:28](=[O:37])[C:29]1[CH:34]=[CH:33][C:32]([O:35][CH3:36])=[CH:31][CH:30]=1, predict the reaction product. (3) The product is: [Cl:1][C:2]1[N:7]=[CH:6][N:5]=[C:4]([NH:8][C:30]2[CH:31]=[CH:32][C:25]([O:24][CH:21]3[CH2:22][CH2:23][O:18][CH2:19][CH2:20]3)=[C:26]([CH:29]=2)[C:27]#[N:28])[N:3]=1. Given the reactants [Cl:1][C:2]1[N:7]=[CH:6][N:5]=[C:4]([NH:8]C2C=CC(C(N)=O)=CC=2)[N:3]=1.[O:18]1[CH2:23][CH2:22][CH:21]([O:24][C:25]2[CH:32]=[CH:31][C:30](B3OC(C)(C)C(C)(C)O3)=[CH:29][C:26]=2[C:27]#[N:28])[CH2:20][CH2:19]1.C(=O)([O-])[O-].[Na+].[Na+], predict the reaction product. (4) Given the reactants [OH-].[K+].N#N.Cl.Cl.[N:7]1([CH2:12][C@H:13]([NH2:15])[CH3:14])[CH:11]=[N:10][N:9]=[N:8]1.[NH2:16][C:17]1[CH:25]=[C:24]([C:26]([OH:28])=O)[C:23]([N+:29]([O-])=O)=[CH:22][C:18]=1[C:19]([OH:21])=O.C1C=C[C:35]2N(O)[N:39]=[N:38][C:36]=2[CH:37]=1.CC[N:44]=C=NCCCN(C)C.C1(N)CC1, predict the reaction product. The product is: [CH:36]1([N:38]2[C:26](=[O:28])[C:24]3=[CH:25][C:17]4[N:16]=[N:44][N:15]([C@H:13]([CH3:14])[CH2:12][N:7]5[CH:11]=[N:10][N:9]=[N:8]5)[C:19](=[O:21])[C:18]=4[CH:22]=[C:23]3[N:29]=[N:39]2)[CH2:37][CH2:35]1. (5) Given the reactants F[C:2]1[CH:24]=[CH:23][CH:22]=[CH:21][C:3]=1[C:4]([N:6]1[CH2:11][CH2:10][N:9]([C:12]([O:14][C:15]([CH3:18])([CH3:17])[CH3:16])=[O:13])[CH2:8][CH:7]1[CH2:19][OH:20])=[O:5].[H-].[Na+], predict the reaction product. The product is: [O:5]=[C:4]1[C:3]2[CH:21]=[CH:22][CH:23]=[CH:24][C:2]=2[O:20][CH2:19][CH:7]2[CH2:8][N:9]([C:12]([O:14][C:15]([CH3:18])([CH3:17])[CH3:16])=[O:13])[CH2:10][CH2:11][N:6]12. (6) Given the reactants CON(C)[C:4]([C:6]1[S:14][C:13]2[CH:12]=[CH:11][N:10]=[CH:9][C:8]=2[CH:7]=1)=[O:5].[CH3:16][Mg+].[Br-].[NH4+].[Cl-], predict the reaction product. The product is: [S:14]1[C:13]2[CH:12]=[CH:11][N:10]=[CH:9][C:8]=2[CH:7]=[C:6]1[C:4](=[O:5])[CH3:16]. (7) Given the reactants C[O:2][C:3](=[O:26])[C:4]1[CH:9]=[CH:8][CH:7]=[C:6]([C:10]2[CH:11]=[N:12][C:13]([NH2:25])=[C:14]([C:16]3[S:17][C:18]4[CH:24]=[CH:23][CH:22]=[CH:21][C:19]=4[N:20]=3)[CH:15]=2)[CH:5]=1.C([O-])([O-])=O.[K+].[K+], predict the reaction product. The product is: [NH2:25][C:13]1[N:12]=[CH:11][C:10]([C:6]2[CH:5]=[C:4]([CH:9]=[CH:8][CH:7]=2)[C:3]([OH:26])=[O:2])=[CH:15][C:14]=1[C:16]1[S:17][C:18]2[CH:24]=[CH:23][CH:22]=[CH:21][C:19]=2[N:20]=1. (8) Given the reactants C(N(CC)CC)C.I/[C:9](/[C:27]1[CH:32]=[CH:31][C:30]([C:33]([F:36])([F:35])[F:34])=[CH:29][CH:28]=1)=[CH:10]\[CH2:11][S:12][C:13]1[CH:25]=[CH:24][C:16]([O:17][CH2:18][C:19]([O:21][CH2:22][CH3:23])=[O:20])=[C:15]([CH3:26])[CH:14]=1.[C:37]([C:39]1[CH:44]=[CH:43][C:42]([O:45][CH3:46])=[CH:41][CH:40]=1)#[CH:38], predict the reaction product. The product is: [CH3:46][O:45][C:42]1[CH:43]=[CH:44][C:39]([C:37]#[C:38]/[C:9](/[C:27]2[CH:32]=[CH:31][C:30]([C:33]([F:36])([F:35])[F:34])=[CH:29][CH:28]=2)=[CH:10]\[CH2:11][S:12][C:13]2[CH:25]=[CH:24][C:16]([O:17][CH2:18][C:19]([O:21][CH2:22][CH3:23])=[O:20])=[C:15]([CH3:26])[CH:14]=2)=[CH:40][CH:41]=1.